This data is from Full USPTO retrosynthesis dataset with 1.9M reactions from patents (1976-2016). The task is: Predict the reactants needed to synthesize the given product. (1) The reactants are: [CH3:1][C:2]1[CH:3]=[CH:4][C:5]([N+:11]([O-:13])=[O:12])=[C:6]([CH:10]=1)[C:7]([OH:9])=[O:8].[CH3:14][NH2:15].CO. Given the product [CH3:14][NH:15][CH2:1][C:2]1[CH:3]=[CH:4][C:5]([N+:11]([O-:13])=[O:12])=[C:6]([CH:10]=1)[C:7]([OH:9])=[O:8], predict the reactants needed to synthesize it. (2) Given the product [C:2](=[O:3])([O:4][CH2:49][CH2:48][O:51][CH2:52][CH2:53][O:5][CH2:6][CH2:7][O:11][CH2:46][CH2:47][O:41][CH3:40])[O:5][CH2:6][CH:7]1[O:11][N:10]=[C:9]([C:12]2[CH:13]=[CH:14][C:15]([C:18]3[CH:23]=[CH:22][C:21]([N:24]4[CH2:28][C@H:27]([CH2:29][N:30]5[CH:34]=[CH:33][N:32]=[N:31]5)[O:26][C:25]4=[O:35])=[CH:20][C:19]=3[F:36])=[CH:16][N:17]=2)[CH2:8]1, predict the reactants needed to synthesize it. The reactants are: Cl[C:2]([O-:4])=[O:3].[OH:5][CH2:6][CH:7]1[O:11][N:10]=[C:9]([C:12]2[N:17]=[CH:16][C:15]([C:18]3[CH:23]=[CH:22][C:21]([N:24]4[CH2:28][C@H:27]([CH2:29][N:30]5[CH:34]=[CH:33][N:32]=[N:31]5)[O:26][C:25]4=[O:35])=[CH:20][C:19]=3[F:36])=[CH:14][CH:13]=2)[CH2:8]1.CN([CH:40]=[O:41])C.N1[CH:47]=[CH:46]C=CC=1.[C:48]([O:51][CH2:52][CH3:53])(=O)[CH3:49]. (3) The reactants are: Br[C:2]1[S:6][C:5]([NH:7][C:8](=[O:10])[CH3:9])=[N:4][CH:3]=1.[CH3:11][C:12]([O:15][C:16]([N:18]1[CH2:24][C:23]2[CH:25]=[C:26](B(O)O)[CH:27]=[CH:28][C:22]=2[O:21][CH2:20][CH2:19]1)=[O:17])([CH3:14])[CH3:13].C(=O)([O-])[O-].[K+].[K+].O1CCOCC1. Given the product [C:8]([NH:7][C:5]1[S:6][C:2]([C:26]2[CH:27]=[CH:28][C:22]3[O:21][CH2:20][CH2:19][N:18]([C:16]([O:15][C:12]([CH3:13])([CH3:11])[CH3:14])=[O:17])[CH2:24][C:23]=3[CH:25]=2)=[CH:3][N:4]=1)(=[O:10])[CH3:9], predict the reactants needed to synthesize it. (4) The reactants are: [C:1]([N:4]1[CH2:9][CH2:8][CH:7]([N:10]([CH3:38])[C:11](=[O:37])[CH2:12][N:13]([C:24]2[CH:29]=[C:28]([C:30]3[N:34]=[C:33]([CH3:35])[O:32][N:31]=3)[CH:27]=[CH:26][C:25]=2[CH3:36])[CH2:14][C:15]([NH:17][CH2:18][CH2:19][NH:20][CH:21]([CH3:23])[CH3:22])=[O:16])[CH2:6][CH2:5]1)(=[O:3])[CH3:2].[ClH:39].C(OCC)(=O)C.C(OCC)C. Given the product [ClH:39].[C:1]([N:4]1[CH2:5][CH2:6][CH:7]([N:10]([CH3:38])[C:11](=[O:37])[CH2:12][N:13]([C:24]2[CH:29]=[C:28]([C:30]3[N:34]=[C:33]([CH3:35])[O:32][N:31]=3)[CH:27]=[CH:26][C:25]=2[CH3:36])[CH2:14][C:15]([NH:17][CH2:18][CH2:19][NH:20][CH:21]([CH3:23])[CH3:22])=[O:16])[CH2:8][CH2:9]1)(=[O:3])[CH3:2], predict the reactants needed to synthesize it. (5) Given the product [Br:26][C:10]1[C:11]2[C:16](=[CH:15][CH:14]=[C:13]([O:19][C:20]3[CH:25]=[CH:24][CH:23]=[CH:22][CH:21]=3)[CH:12]=2)[C:17]([OH:18])=[C:8]([C:6]([OH:7])=[O:5])[N:9]=1, predict the reactants needed to synthesize it. The reactants are: C([O:5][C:6]([C:8]1[N:9]=[C:10]([Br:26])[C:11]2[C:16]([C:17]=1[OH:18])=[CH:15][CH:14]=[C:13]([O:19][C:20]1[CH:25]=[CH:24][CH:23]=[CH:22][CH:21]=1)[CH:12]=2)=[O:7])CCC.[OH-].[Na+]. (6) The reactants are: [CH2:1]([O:3][C:4](=[O:16])/[C:5](/[C:14]#[N:15])=[CH:6]\[C:7]1[CH:12]=[CH:11][C:10]([Cl:13])=[CH:9][CH:8]=1)[CH3:2].[Cl:17][C:18]1[CH:23]=[CH:22][C:21]([Mg]Br)=[CH:20][CH:19]=1.CCCCCCC.Cl. Given the product [CH2:1]([O:3][C:4](=[O:16])[C:5]([C:14]#[N:15])=[C:6]([C:21]1[CH:22]=[CH:23][C:18]([Cl:17])=[CH:19][CH:20]=1)[C:7]1[CH:8]=[CH:9][C:10]([Cl:13])=[CH:11][CH:12]=1)[CH3:2], predict the reactants needed to synthesize it.